The task is: Binary Classification. Given a drug SMILES string, predict its activity (active/inactive) in a high-throughput screening assay against a specified biological target.. This data is from Kir2.1 potassium channel HTS with 301,493 compounds. (1) The compound is s1c(NC(=O)CC(c2ccccc2)C)ncc1C. The result is 0 (inactive). (2) The molecule is Clc1cc2C(=NCC(=S)Nc2cc1)c1cc(OC)c(OC)cc1. The result is 0 (inactive). (3) The compound is s1c(NC(=O)c2ccc(NC(=O)CCC)cc2)nnc1COCC. The result is 0 (inactive).